Task: Predict the product of the given reaction.. Dataset: Forward reaction prediction with 1.9M reactions from USPTO patents (1976-2016) Given the reactants [Br:1][C:2]1[CH:10]=[CH:9][C:5](C(O)=O)=[C:4]([F:11])[CH:3]=1.[CH3:12][Mg]Cl.CC[O:17][CH2:18][CH3:19].[Cl-].[NH4+].Cl, predict the reaction product. The product is: [Br:1][C:2]1[CH:10]=[CH:9][C:5]([C:18]([OH:17])([CH3:19])[CH3:12])=[C:4]([F:11])[CH:3]=1.